This data is from Forward reaction prediction with 1.9M reactions from USPTO patents (1976-2016). The task is: Predict the product of the given reaction. (1) Given the reactants [OH:1][CH2:2][CH2:3][C:4]1[CH:5]=[C:6]([CH:17]=[CH:18][CH:19]=1)[CH2:7][NH:8][CH2:9][C:10]1[CH:15]=[CH:14][CH:13]=[CH:12][C:11]=1[OH:16].[C:20]([O:24][C:25](O[C:25]([O:24][C:20]([CH3:23])([CH3:22])[CH3:21])=[O:26])=[O:26])([CH3:23])([CH3:22])[CH3:21], predict the reaction product. The product is: [C:20]([O:24][C:25](=[O:26])[N:8]([CH2:9][C:10]1[CH:15]=[CH:14][CH:13]=[CH:12][C:11]=1[OH:16])[CH2:7][C:6]1[CH:17]=[CH:18][CH:19]=[C:4]([CH2:3][CH2:2][OH:1])[CH:5]=1)([CH3:23])([CH3:22])[CH3:21]. (2) The product is: [Cl:2][C:3]1[C:4]([CH3:18])=[C:5]2[C:10](=[C:11]([O:13][CH3:14])[CH:12]=1)[N:9]=[C:8]([NH2:20])[NH:7][CH:6]2[CH3:17]. Given the reactants I.[Cl:2][C:3]1[C:4]([CH3:18])=[C:5]2[C:10](=[C:11]([O:13][CH3:14])[CH:12]=1)[N:9]=[C:8](SC)[NH:7][CH:6]2[CH3:17].[OH-].[NH4+:20].[OH-].[Na+].OO, predict the reaction product. (3) Given the reactants [CH3:1][C:2]1([CH3:19])[CH2:7][CH2:6][N:5]([C:8]2[CH:18]=[CH:17][C:11]([C:12]([O:14]CC)=[O:13])=[CH:10][CH:9]=2)[CH2:4][CH2:3]1.O[Li].O.CO, predict the reaction product. The product is: [CH3:1][C:2]1([CH3:19])[CH2:7][CH2:6][N:5]([C:8]2[CH:18]=[CH:17][C:11]([C:12]([OH:14])=[O:13])=[CH:10][CH:9]=2)[CH2:4][CH2:3]1. (4) Given the reactants CN1C2C(N)=CC=CC=2N=C1.N(C1C=CC=CC=1OC)=C=S.C[C:24]1[N:25]([CH3:51])[C:26]2[C:32]([NH:33][C:34](=[S:50])[NH:35][C:36]3[CH:37]=[C:38](S(N)(=O)=O)[CH:39]=[CH:40][C:41]=3[O:42][CH:43](C)C)=[CH:31][CH:30]=[CH:29][C:27]=2[N:28]=1, predict the reaction product. The product is: [CH3:43][O:42][C:41]1[CH:40]=[CH:39][CH:38]=[CH:37][C:36]=1[NH:35][C:34]([NH:33][C:32]1[C:26]2[N:25]([CH3:51])[CH:24]=[N:28][C:27]=2[CH:29]=[CH:30][CH:31]=1)=[S:50]. (5) Given the reactants [CH:1]([N:14]1[CH2:17][CH:16]([C:18](=[CH2:25])[C:19]([CH2:23][CH3:24])=[C:20](Br)[CH3:21])[CH2:15]1)([C:8]1[CH:13]=[CH:12][CH:11]=[CH:10][CH:9]=1)[C:2]1[CH:7]=[CH:6][CH:5]=[CH:4][CH:3]=1.[B:26]1([B:26]2[O:30][C:29]([CH3:32])([CH3:31])[C:28]([CH3:34])([CH3:33])[O:27]2)[O:30][C:29]([CH3:32])([CH3:31])[C:28]([CH3:34])([CH3:33])[O:27]1.[C:44]([O-])(=O)C.[K+], predict the reaction product. The product is: [CH:1]([N:14]1[CH2:17][CH:16]([C:18]2[CH:25]=[CH:44][CH:21]=[C:20]([B:26]3[O:30][C:29]([CH3:32])([CH3:31])[C:28]([CH3:34])([CH3:33])[O:27]3)[C:19]=2[CH2:23][CH3:24])[CH2:15]1)([C:8]1[CH:13]=[CH:12][CH:11]=[CH:10][CH:9]=1)[C:2]1[CH:7]=[CH:6][CH:5]=[CH:4][CH:3]=1. (6) Given the reactants [S:1]1[C:5]2[CH:6]=[CH:7][CH:8]=[CH:9][C:4]=2[C:3]([C:10](=O)[CH:11]([Br:13])[CH3:12])=[N:2]1.[NH:15]1[CH2:19][CH2:18][NH:17][C:16]1=[S:20].CC(O)=O, predict the reaction product. The product is: [BrH:13].[CH3:12][C:11]1[S:20][C:16]2=[N:15][CH2:19][CH2:18][N:17]2[C:10]=1[C:3]1[C:4]2[CH:9]=[CH:8][CH:7]=[CH:6][C:5]=2[S:1][N:2]=1. (7) The product is: [OH:41][CH:39]1[CH2:40][N:37]([C:30]([C:29]2[CH:28]=[C:27]([CH:35]=[CH:34][CH:33]=2)[CH2:26][N:3]2[CH:4]=[C:5]([C:8]3[O:12][N:11]=[C:10]([C:13]4[CH:18]=[CH:17][C:16]([C:19]([CH3:25])([CH3:24])[C:20]([F:23])([F:21])[F:22])=[CH:15][CH:14]=4)[N:9]=3)[CH:6]=[CH:7][C:2]2=[O:1])=[O:31])[CH2:38]1. Given the reactants [O:1]=[C:2]1[CH:7]=[CH:6][C:5]([C:8]2[O:12][N:11]=[C:10]([C:13]3[CH:18]=[CH:17][C:16]([C:19]([CH3:25])([CH3:24])[C:20]([F:23])([F:22])[F:21])=[CH:15][CH:14]=3)[N:9]=2)=[CH:4][N:3]1[CH2:26][C:27]1[CH:28]=[C:29]([CH:33]=[CH:34][CH:35]=1)[C:30](Cl)=[O:31].Cl.[NH:37]1[CH2:40][CH:39]([OH:41])[CH2:38]1, predict the reaction product. (8) Given the reactants [CH3:1][C:2]1[CH:10]=[CH:9][CH:8]=[C:4]([C:5]([OH:7])=O)[C:3]=1[OH:11].[C:12](=O)([O-])[O-].[K+].[K+].COS([O:23][CH3:24])(=O)=O, predict the reaction product. The product is: [CH3:12][O:11][C:3]1[C:2]([CH3:1])=[CH:10][CH:9]=[CH:8][C:4]=1[C:5]([O:23][CH3:24])=[O:7]. (9) Given the reactants [OH:1][CH2:2][C@H:3]1[CH2:6][CH2:5][N:4]1[C:7]([O:9][C:10]([CH3:13])([CH3:12])[CH3:11])=[O:8].[H-].[Na+].[CH3:16]I, predict the reaction product. The product is: [CH3:16][O:1][CH2:2][C@H:3]1[CH2:6][CH2:5][N:4]1[C:7]([O:9][C:10]([CH3:13])([CH3:12])[CH3:11])=[O:8].